Dataset: Acute oral toxicity (LD50) regression data from Zhu et al.. Task: Regression/Classification. Given a drug SMILES string, predict its toxicity properties. Task type varies by dataset: regression for continuous values (e.g., LD50, hERG inhibition percentage) or binary classification for toxic/non-toxic outcomes (e.g., AMES mutagenicity, cardiotoxicity, hepatotoxicity). Dataset: ld50_zhu. The molecule is CC(C)(C)C(O)C(Cc1ccc(Cl)cc1)n1cncn1. The rat oral LD50 is 2.35, given as -log10 of the dose in mol/kg body weight (higher means more acutely toxic).